This data is from Forward reaction prediction with 1.9M reactions from USPTO patents (1976-2016). The task is: Predict the product of the given reaction. The product is: [CH2:34]([S:35]([N:29]1[CH2:28][CH:27]=[C:26]([C:24]2[CH:23]=[CH:22][C:20]3[N:21]=[C:17]([O:16][CH:13]4[CH2:14][CH2:15][N:10]([C:7]5[N:8]=[CH:9][C:4]([CH2:1][CH2:2][CH3:3])=[CH:5][N:6]=5)[CH2:11][CH2:12]4)[S:18][C:19]=3[CH:25]=2)[CH2:31][CH2:30]1)(=[O:37])=[O:36])[CH:33]([CH3:39])[CH3:32]. Given the reactants [CH2:1]([C:4]1[CH:5]=[N:6][C:7]([N:10]2[CH2:15][CH2:14][CH:13]([O:16][C:17]3[S:18][C:19]4[CH:25]=[C:24]([C:26]5[CH2:27][CH2:28][NH:29][CH2:30][CH:31]=5)[CH:23]=[CH:22][C:20]=4[N:21]=3)[CH2:12][CH2:11]2)=[N:8][CH:9]=1)[CH2:2][CH3:3].[CH3:32][CH:33]([CH3:39])[CH2:34][S:35](Cl)(=[O:37])=[O:36], predict the reaction product.